Predict the reaction yield, written as a fraction of the theoretical maximum amount of product (1.0 means a 100% yield; for example, 0.34 means a 34% yield). From a dataset of Reaction yield outcomes from USPTO patents with 853,638 reactions. (1) The reactants are [OH:1][CH2:2][CH2:3][O:4][CH:5]1[CH2:10][CH2:9][N:8]([C:11]([O:13][CH2:14][C:15]2[CH:20]=[CH:19][CH:18]=[CH:17][CH:16]=2)=[O:12])[CH2:7][CH2:6]1.[O:21]1[CH:26]2[CH:22]1[CH2:23][O:24][CH2:25]2.C(N(CC)CC)C. The catalyst is ClCCl. The product is [OH:21][C@@H:22]1[CH2:23][O:24][CH2:25][C@H:26]1[O:1][CH2:2][CH2:3][O:4][CH:5]1[CH2:10][CH2:9][N:8]([C:11]([O:13][CH2:14][C:15]2[CH:16]=[CH:17][CH:18]=[CH:19][CH:20]=2)=[O:12])[CH2:7][CH2:6]1. The yield is 0.490. (2) The reactants are C(N[C:4]([C:6]1[S:7][CH:8]=[CH:9][C:10]=1[CH:11]([OH:13])C)=[O:5])C.Cl.[OH-].[Na+].C(=O)(O)[O-:18].[Na+]. No catalyst specified. The product is [OH:13][CH2:11][C:10]1[CH:9]=[CH:8][S:7][C:6]=1[C:4]([OH:5])=[O:18]. The yield is 0.100. (3) The reactants are Br[C:2]1[CH:7]=[CH:6][C:5]([C:8](=[O:24])[CH2:9][CH:10]([CH2:16][CH2:17][C:18]2[CH:23]=[CH:22][CH:21]=[CH:20][CH:19]=2)[C:11]([O:13][CH2:14][CH3:15])=[O:12])=[CH:4][CH:3]=1.[N+:25]([C:28]1[CH:33]=[CH:32][C:31](B(O)O)=[CH:30][CH:29]=1)([O-:27])=[O:26].C1(C)C=CC=CC=1.C(=O)([O-])[O-].[Na+].[Na+]. The catalyst is O1CCOCC1. The product is [N+:25]([C:28]1[CH:33]=[CH:32][C:31]([C:2]2[CH:7]=[CH:6][C:5]([C:8](=[O:24])[CH2:9][CH:10]([CH2:16][CH2:17][C:18]3[CH:23]=[CH:22][CH:21]=[CH:20][CH:19]=3)[C:11]([O:13][CH2:14][CH3:15])=[O:12])=[CH:4][CH:3]=2)=[CH:30][CH:29]=1)([O-:27])=[O:26]. The yield is 0.750.